The task is: Predict which catalyst facilitates the given reaction.. This data is from Catalyst prediction with 721,799 reactions and 888 catalyst types from USPTO. (1) Reactant: C(OC([NH:8][C@H:9]([CH2:29][C:30]1[CH:35]=[C:34]([F:36])[C:33]([F:37])=[CH:32][C:31]=1[F:38])[CH2:10][C:11]([N:13]1[CH2:19][CH2:18][CH2:17][N:16]([CH3:20])[C:15](=[O:21])[C@H:14]1[CH2:22][C:23]1[CH:28]=[CH:27][CH:26]=[CH:25][CH:24]=1)=[O:12])=O)(C)(C)C.[ClH:39]. Product: [ClH:39].[NH2:8][C@H:9]([CH2:29][C:30]1[CH:35]=[C:34]([F:36])[C:33]([F:37])=[CH:32][C:31]=1[F:38])[CH2:10][C:11]([N:13]1[CH2:19][CH2:18][CH2:17][N:16]([CH3:20])[C:15](=[O:21])[C@H:14]1[CH2:22][C:23]1[CH:28]=[CH:27][CH:26]=[CH:25][CH:24]=1)=[O:12]. The catalyst class is: 12. (2) Reactant: [NH:1]1[CH:5]=[CH:4][CH:3]=[N:2]1.CC(C)([O-])C.[K+].C1OCCOCCOCCOCCOCCOC1.Br[CH2:31][C:32]1[CH:37]=[CH:36][C:35]([B:38]2[O:46][C:43]([CH3:45])([CH3:44])[C:40]([CH3:42])([CH3:41])[O:39]2)=[CH:34][CH:33]=1. Product: [CH3:44][C:43]1([CH3:45])[C:40]([CH3:41])([CH3:42])[O:39][B:38]([C:35]2[CH:34]=[CH:33][C:32]([CH2:31][N:1]3[CH:5]=[CH:4][CH:3]=[N:2]3)=[CH:37][CH:36]=2)[O:46]1. The catalyst class is: 27. (3) Reactant: [Br:1][C:2]1[CH:9]=[C:6]([CH:7]=O)[C:5]([OH:10])=[CH:4][CH:3]=1.Br[CH2:12][C:13](=[O:15])[CH3:14].C(=O)([O-])[O-].[K+].[K+]. Product: [C:13]([C:14]1[O:10][C:5]2[CH:4]=[CH:3][C:2]([Br:1])=[CH:9][C:6]=2[CH:7]=1)(=[O:15])[CH3:12]. The catalyst class is: 131. (4) Reactant: [Cl:1][C:2]1[CH:3]=[C:4]([CH:7]=[CH:8][C:9]=1[CH3:10])[CH2:5][OH:6].C(N(CC)CC)C. Product: [Cl:1][C:2]1[CH:3]=[C:4]([CH:7]=[CH:8][C:9]=1[CH3:10])[CH:5]=[O:6]. The catalyst class is: 16. (5) The catalyst class is: 5. Product: [C:22]([C:19]1[CH:18]=[CH:17][C:16]([C:13]2[O:12][C:11]([CH2:10][C:6]3[CH:5]=[C:4]([CH:9]=[CH:8][CH:7]=3)[C:3]([OH:24])=[O:2])=[N:15][N:14]=2)=[CH:21][CH:20]=1)#[N:23]. Reactant: C[O:2][C:3](=[O:24])[C:4]1[CH:9]=[CH:8][CH:7]=[C:6]([CH2:10][C:11]2[O:12][C:13]([C:16]3[CH:21]=[CH:20][C:19]([C:22]#[N:23])=[CH:18][CH:17]=3)=[N:14][N:15]=2)[CH:5]=1.O.[OH-].[Na+].Cl. (6) Reactant: [N:1]([CH2:4][C:5]1[N:6]=[C:7]([S:17][CH3:18])[N:8]([C:10]2[CH:15]=[CH:14][C:13]([I:16])=[CH:12][CH:11]=2)[CH:9]=1)=[N+]=[N-].O.O.[Sn](Cl)Cl.[OH-].[Na+]. Product: [I:16][C:13]1[CH:14]=[CH:15][C:10]([N:8]2[CH:9]=[C:5]([CH2:4][NH2:1])[N:6]=[C:7]2[S:17][CH3:18])=[CH:11][CH:12]=1. The catalyst class is: 25.